Dataset: Rat liver microsome stability data. Task: Regression/Classification. Given a drug SMILES string, predict its absorption, distribution, metabolism, or excretion properties. Task type varies by dataset: regression for continuous measurements (e.g., permeability, clearance, half-life) or binary classification for categorical outcomes (e.g., BBB penetration, CYP inhibition). Dataset: rlm. (1) The result is 0 (unstable in rat liver microsomes). The drug is CN(C)c1nc([C@@H]2CNC[C@H]2c2ccccc2)nc2ccc(-c3cn[nH]c3)cc12. (2) The compound is CC(C)(C)n1cnc2cc(C(=O)N3CCCCC3)ccc21. The result is 1 (stable in rat liver microsomes).